Dataset: Full USPTO retrosynthesis dataset with 1.9M reactions from patents (1976-2016). Task: Predict the reactants needed to synthesize the given product. (1) Given the product [CH:1]1([CH:7]([NH:25][C:26]2[CH:27]=[CH:28][C:29]([C:32]([NH:34][CH2:35][CH2:36][C:37]([OH:39])=[O:38])=[O:33])=[CH:30][CH:31]=2)[C:9]2[C:10]([CH:22]([CH3:24])[CH3:23])=[N:11][N:12]([C:14]3[CH:19]=[CH:18][C:17]([O:20][CH3:21])=[CH:16][CH:15]=3)[CH:13]=2)[CH2:6][CH2:5][CH2:4][CH2:3][CH2:2]1, predict the reactants needed to synthesize it. The reactants are: [CH:1]1([CH:7]([C:9]2[C:10]([CH:22]([CH3:24])[CH3:23])=[N:11][N:12]([C:14]3[CH:19]=[CH:18][C:17]([O:20][CH3:21])=[CH:16][CH:15]=3)[CH:13]=2)O)[CH2:6][CH2:5][CH2:4][CH2:3][CH2:2]1.[NH2:25][C:26]1[CH:31]=[CH:30][C:29]([C:32]([NH:34][CH2:35][CH2:36][C:37]([O:39]CC)=[O:38])=[O:33])=[CH:28][CH:27]=1. (2) Given the product [CH3:30][O:19][C:17]([C@@H:13]1[CH2:14][C@@H:11]([S:8][C:5]2[CH:6]=[CH:7][C:2]([Br:1])=[CH:3][C:4]=2[Cl:9])[CH2:10][N:12]1[C:23]([O:25][C:26]([CH3:29])([CH3:28])[CH3:27])=[O:24])=[O:20], predict the reactants needed to synthesize it. The reactants are: [Br:1][C:2]1[CH:7]=[CH:6][C:5]([SH:8])=[C:4]([Cl:9])[CH:3]=1.[CH2:10]([N:12](CC)[CH2:13][CH3:14])[CH3:11].[C:17]([O-:20])([O-:19])=O.[Na+].[Na+].[CH:23]([O:25][C:26]([CH3:29])([CH3:28])[CH3:27])=[O:24].[C:30](#N)CC. (3) Given the product [OH:19][C:16]1[CH:15]=[CH:14][C:13]([CH:9]2[C:10]3[C:5](=[CH:4][C:3]([OH:2])=[CH:12][CH:11]=3)[CH2:6][CH2:7][N:8]2[C:21]2[CH:22]=[CH:23][CH:24]=[CH:25][CH:26]=2)=[CH:18][CH:17]=1, predict the reactants needed to synthesize it. The reactants are: C[O:2][C:3]1[CH:4]=[C:5]2[C:10](=[CH:11][CH:12]=1)[CH:9]([C:13]1[CH:18]=[CH:17][C:16]([O:19]C)=[CH:15][CH:14]=1)[N:8]([C:21]1[CH:26]=[CH:25][CH:24]=[CH:23][CH:22]=1)[CH2:7][CH2:6]2.B(Br)(Br)Br. (4) Given the product [N:1]1[CH:6]=[CH:5][CH:4]=[CH:3][C:2]=1[CH2:7][N:8]1[CH2:13][CH2:12][C:11](=[N:16][OH:17])[CH2:10][CH2:9]1, predict the reactants needed to synthesize it. The reactants are: [N:1]1[CH:6]=[CH:5][CH:4]=[CH:3][C:2]=1[CH2:7][N:8]1[CH2:13][CH2:12][C:11](=O)[CH2:10][CH2:9]1.Cl.[NH2:16][OH:17].